From a dataset of Forward reaction prediction with 1.9M reactions from USPTO patents (1976-2016). Predict the product of the given reaction. (1) Given the reactants C1C=C(Cl)C=C(C(OO)=[O:9])C=1.[C:12]([O:16][C:17]([N:19]1[CH2:24][CH2:23][CH:22]([CH2:25][NH:26][C:27]2[N:32]=[C:31]3[NH:33][N:34]=[C:35]([C:36]4[CH:41]=[CH:40][N:39]=[C:38]([S:42][CH3:43])[N:37]=4)[C:30]3=[CH:29][N:28]=2)[CH2:21][CH2:20]1)=[O:18])([CH3:15])([CH3:14])[CH3:13], predict the reaction product. The product is: [C:12]([O:16][C:17]([N:19]1[CH2:24][CH2:23][CH:22]([CH2:25][NH:26][C:27]2[N:32]=[C:31]3[NH:33][N:34]=[C:35]([C:36]4[CH:41]=[CH:40][N:39]=[C:38]([S:42]([CH3:43])=[O:9])[N:37]=4)[C:30]3=[CH:29][N:28]=2)[CH2:21][CH2:20]1)=[O:18])([CH3:15])([CH3:14])[CH3:13]. (2) The product is: [F:1][S:2]([C:5]([C:8]([C:11]([C:14]([O:15][CH2:26][CH3:27])([F:17])[F:16])([F:12])[F:13])([F:9])[F:10])([F:7])[F:6])(=[O:4])=[O:3]. Given the reactants [F:1][S:2]([C:5]([C:8]([C:11]([C:14]([F:16])=[O:15])([F:13])[F:12])([F:10])[F:9])([F:7])[F:6])(=[O:4])=[O:3].[F-:17].[K+].S(O[CH2:26][CH3:27])(OCC)(=O)=O.O, predict the reaction product.